Dataset: Catalyst prediction with 721,799 reactions and 888 catalyst types from USPTO. Task: Predict which catalyst facilitates the given reaction. (1) Reactant: [Br:1][C:2]1[CH:7]=[CH:6][C:5](Br)=[CH:4][N:3]=1.C([Mg]Cl)(C)C.[CH3:14][S:15](Cl)(=[O:17])=[O:16]. Product: [Br:1][C:2]1[CH:7]=[CH:6][C:5]([S:15]([CH3:14])(=[O:17])=[O:16])=[CH:4][N:3]=1. The catalyst class is: 7. (2) Reactant: C(OC(=O)[NH:7][C:8]1[C:9]([C:19](=[O:24])[NH:20][CH:21]2[CH2:23][CH2:22]2)=[N:10][O:11][C:12]=1C(=O)NC1CC1)(C)(C)C.FC(F)(F)C(O)=O. Product: [CH:21]1([NH:20][C:19]([C:9]2[C:8]([NH2:7])=[CH:12][O:11][N:10]=2)=[O:24])[CH2:22][CH2:23]1. The catalyst class is: 4. (3) Reactant: [CH3:1][N:2]([S:17]([C:20]1[N:21]([CH3:25])[CH:22]=[CH:23][N:24]=1)(=[O:19])=[O:18])[C:3]1[CH:4]=[CH:5][CH:6]=[C:7]2[C:11]=1[NH:10][C:9]([C:12]([O:14]CC)=[O:13])=[CH:8]2.[OH-].[K+]. Product: [CH3:1][N:2]([S:17]([C:20]1[N:21]([CH3:25])[CH:22]=[CH:23][N:24]=1)(=[O:19])=[O:18])[C:3]1[CH:4]=[CH:5][CH:6]=[C:7]2[C:11]=1[NH:10][C:9]([C:12]([OH:14])=[O:13])=[CH:8]2. The catalyst class is: 83. (4) Reactant: C(OC([NH:8][C@H:9]([C:29]([N:31]1[C@H:35]([C:36](=[O:48])[NH:37][C@H:38]2[C:47]3[C:42](=[CH:43][CH:44]=[CH:45][CH:46]=3)[CH2:41][CH2:40][CH2:39]2)[CH2:34][Si:33]([CH3:50])([CH3:49])[CH2:32]1)=[O:30])[CH2:10][C:11]1[CH:16]=[CH:15][C:14]([C:17]#[C:18][C:19]2[CH:28]=[CH:27][C:22]([C:23]([O:25][CH3:26])=[O:24])=[CH:21][CH:20]=2)=[CH:13][CH:12]=1)=O)(C)(C)C.[ClH:51]. Product: [NH2:8][C@H:9]([C:29]([N:31]1[C@H:35]([C:36](=[O:48])[NH:37][C@H:38]2[C:47]3[C:42](=[CH:43][CH:44]=[CH:45][CH:46]=3)[CH2:41][CH2:40][CH2:39]2)[CH2:34][Si:33]([CH3:50])([CH3:49])[CH2:32]1)=[O:30])[CH2:10][C:11]1[CH:16]=[CH:15][C:14]([C:17]#[C:18][C:19]2[CH:20]=[CH:21][C:22]([C:23]([O:25][CH3:26])=[O:24])=[CH:27][CH:28]=2)=[CH:13][CH:12]=1.[ClH:51]. The catalyst class is: 2. (5) Reactant: [C:1]([O:5][CH2:6][CH:7]1[CH2:12][CH2:11][CH:10]([C:13]2[CH:18]=[CH:17][C:16]([O:19][Si](C(C)(C)C)(C)C)=[CH:15][C:14]=2[O:27][Si](C(C)(C)C)(C)C)[CH2:9][CH2:8]1)(=[O:4])[CH2:2][CH3:3].[F-]. Product: [C:1]([O:5][CH2:6][CH:7]1[CH2:8][CH2:9][CH:10]([C:13]2[CH:18]=[CH:17][C:16]([OH:19])=[CH:15][C:14]=2[OH:27])[CH2:11][CH2:12]1)(=[O:4])[CH2:2][CH3:3]. The catalyst class is: 5. (6) Reactant: [Cl:1][C:2]1[CH:7]=[CH:6][CH:5]=[CH:4][C:3]=1[NH:8][C:9]([C:11]1[CH:15]=[CH:14][NH:13][N:12]=1)=[O:10].[C:16](Cl)(=[O:34])[CH2:17][CH2:18][CH2:19][CH2:20][CH2:21][CH2:22][CH2:23]/[CH:24]=[CH:25]\[CH2:26][CH2:27][CH2:28][CH2:29][CH2:30][CH2:31][CH2:32][CH3:33]. Product: [Cl:1][C:2]1[CH:7]=[CH:6][CH:5]=[CH:4][C:3]=1[NH:8][C:9]([C:11]1[CH:15]=[CH:14][N:13]([C:16](=[O:34])[CH2:17][CH2:18][CH2:19][CH2:20][CH2:21][CH2:22][CH2:23]/[CH:24]=[CH:25]\[CH2:26][CH2:27][CH2:28][CH2:29][CH2:30][CH2:31][CH2:32][CH3:33])[N:12]=1)=[O:10]. The catalyst class is: 79. (7) Reactant: [NH:1]([C:16]([O:18][C:19]([CH3:22])([CH3:21])[CH3:20])=[O:17])[C@@H:2]([C:13]([OH:15])=O)[CH2:3][C:4]1[C:12]2[C:7](=[CH:8][CH:9]=[CH:10][CH:11]=2)[NH:6][CH:5]=1.[NH2:23][C@H:24]([C:40]([O:42][C:43]([CH3:46])([CH3:45])[CH3:44])=[O:41])[CH2:25][CH2:26][CH2:27][CH2:28][NH:29][C:30]([O:32][CH2:33][C:34]1[CH:39]=[CH:38][CH:37]=[CH:36][CH:35]=1)=[O:31].OC1C2N=NNC=2C=CC=1.Cl.CNC(N=C=NCC)CCNC. Product: [NH:1]([C:16]([O:18][C:19]([CH3:22])([CH3:21])[CH3:20])=[O:17])[C@@H:2]([C:13]([NH:23][C@H:24]([C:40]([O:42][C:43]([CH3:46])([CH3:45])[CH3:44])=[O:41])[CH2:25][CH2:26][CH2:27][CH2:28][NH:29][C:30]([O:32][CH2:33][C:34]1[CH:35]=[CH:36][CH:37]=[CH:38][CH:39]=1)=[O:31])=[O:15])[CH2:3][C:4]1[C:12]2[C:7](=[CH:8][CH:9]=[CH:10][CH:11]=2)[NH:6][CH:5]=1. The catalyst class is: 143. (8) Reactant: [H-].[Na+].[CH3:3][C:4]1[CH:5]=[C:6]2[C:10](=[CH:11][CH:12]=1)[NH:9][N:8]=[C:7]2[C:13]1[C:22]2[C:17](=[CH:18][CH:19]=[CH:20][CH:21]=2)[N:16]=[CH:15][CH:14]=1.Br[CH2:24][C:25]([O:27][CH2:28][CH3:29])=[O:26]. The catalyst class is: 1. Product: [CH3:3][C:4]1[CH:5]=[C:6]2[C:10](=[CH:11][CH:12]=1)[N:9]([CH2:24][C:25]([O:27][CH2:28][CH3:29])=[O:26])[N:8]=[C:7]2[C:13]1[C:22]2[C:17](=[CH:18][CH:19]=[CH:20][CH:21]=2)[N:16]=[CH:15][CH:14]=1. (9) Reactant: C(OC([NH:8][CH:9]([CH2:37][C:38]1[S:39][CH:40]=[CH:41][CH:42]=1)[C:10]([N:12]1[CH2:17][CH2:16][C:15]([CH2:27][C:28]2[CH:36]=[CH:35][C:31]([C:32](O)=[O:33])=[CH:30][CH:29]=2)([C:18](=[O:26])[NH:19][CH:20]2[CH2:25][CH2:24][CH2:23][CH2:22][CH2:21]2)[CH2:14][CH2:13]1)=[O:11])=O)(C)(C)C.Cl.[CH3:44][NH:45][CH3:46].C(N(C(C)C)CC)(C)C.CN(C(ON1N=NC2C=CC=CC1=2)=[N+](C)C)C.F[P-](F)(F)(F)(F)F. Product: [CH:20]1([NH:19][C:18]([C:15]2([CH2:27][C:28]3[CH:29]=[CH:30][C:31]([C:32](=[O:33])[N:45]([CH3:46])[CH3:44])=[CH:35][CH:36]=3)[CH2:16][CH2:17][N:12]([C:10](=[O:11])[C@@H:9]([NH2:8])[CH2:37][C:38]3[S:39][CH:40]=[CH:41][CH:42]=3)[CH2:13][CH2:14]2)=[O:26])[CH2:25][CH2:24][CH2:23][CH2:22][CH2:21]1. The catalyst class is: 3.